From a dataset of Full USPTO retrosynthesis dataset with 1.9M reactions from patents (1976-2016). Predict the reactants needed to synthesize the given product. (1) Given the product [CH3:1][N:2]([CH3:19])[C:3]1[CH:4]=[C:5]([CH:11]=[CH:12][C:13]=1[CH2:14][CH2:15][CH2:16][CH2:17][CH3:18])[CH2:6][OH:7], predict the reactants needed to synthesize it. The reactants are: [CH3:1][N:2]([CH3:19])[C:3]1[CH:4]=[C:5]([CH:11]=[CH:12][C:13]=1[CH2:14][CH2:15][CH2:16][CH2:17][CH3:18])[C:6](OCC)=[O:7].C(C1C=C(C=CC=1)C(OCC)=O)CCC.[H-].[Al+3].[Li+].[H-].[H-].[H-].O1CCCC1. (2) Given the product [CH3:24][C:22]1[CH:23]=[C:19]([NH:18][C:2]2[C:11]3[C:6](=[CH:7][CH:8]=[CH:9][CH:10]=3)[N:5]=[C:4]([C:12]3[CH:17]=[CH:16][CH:15]=[CH:14][CH:13]=3)[CH:3]=2)[NH:20][N:21]=1, predict the reactants needed to synthesize it. The reactants are: Cl[C:2]1[C:11]2[C:6](=[CH:7][CH:8]=[CH:9][CH:10]=2)[N:5]=[C:4]([C:12]2[CH:17]=[CH:16][CH:15]=[CH:14][CH:13]=2)[CH:3]=1.[NH2:18][C:19]1[CH:23]=[C:22]([CH3:24])[NH:21][N:20]=1. (3) Given the product [C:31]1([C@H:29]([O:28][C:26]([NH:25][C:24]2[N:20]([C:17]3[CH:18]=[CH:19][C:14]([C:11]4[CH:10]=[CH:9][C:8]([C:5]5([C:3]([OH:4])=[O:2])[CH2:6][CH2:7]5)=[CH:13][CH:12]=4)=[CH:15][CH:16]=3)[N:21]=[N:22][CH:23]=2)=[O:27])[CH3:30])[CH:36]=[CH:35][CH:34]=[CH:33][CH:32]=1, predict the reactants needed to synthesize it. The reactants are: C[O:2][C:3]([C:5]1([C:8]2[CH:13]=[CH:12][C:11]([C:14]3[CH:19]=[CH:18][C:17]([N:20]4[C:24]([NH:25][C:26]([O:28][C@@H:29]([C:31]5[CH:36]=[CH:35][CH:34]=[CH:33][CH:32]=5)[CH3:30])=[O:27])=[CH:23][N:22]=[N:21]4)=[CH:16][CH:15]=3)=[CH:10][CH:9]=2)[CH2:7][CH2:6]1)=[O:4].C1COCC1.CO.[OH-].[Na+]. (4) Given the product [CH3:4][O:5][C:6]([C:8]1([NH:20][CH:1]=[O:2])[CH2:12][CH2:11][N:10]([C:13]([O:15][C:16]([CH3:17])([CH3:19])[CH3:18])=[O:14])[CH2:9]1)=[O:7], predict the reactants needed to synthesize it. The reactants are: [CH:1](O)=[O:2].[CH3:4][O:5][C:6]([C:8]1([NH2:20])[CH2:12][CH2:11][N:10]([C:13]([O:15][C:16]([CH3:19])([CH3:18])[CH3:17])=[O:14])[CH2:9]1)=[O:7].ClC1N=C(OC)N=C(OC)N=1.CN1CCOCC1.